From a dataset of Peptide-MHC class I binding affinity with 185,985 pairs from IEDB/IMGT. Regression. Given a peptide amino acid sequence and an MHC pseudo amino acid sequence, predict their binding affinity value. This is MHC class I binding data. (1) The peptide sequence is CLRRFIIFL. The MHC is HLA-A02:01 with pseudo-sequence HLA-A02:01. The binding affinity (normalized) is 0.331. (2) The peptide sequence is AEKSRGRRI. The MHC is HLA-A11:01 with pseudo-sequence HLA-A11:01. The binding affinity (normalized) is 0.0847.